From a dataset of Full USPTO retrosynthesis dataset with 1.9M reactions from patents (1976-2016). Predict the reactants needed to synthesize the given product. (1) Given the product [ClH:41].[NH2:13][CH2:12][CH2:11][CH2:10][C:8]([O:1][C:2]1[CH:7]=[CH:6][CH:5]=[CH:4][CH:3]=1)=[O:9], predict the reactants needed to synthesize it. The reactants are: [O:1]([C:8]([CH2:10][CH2:11][CH2:12][NH:13]C(=O)OC(C)(C)C)=[O:9])[C:2]1[CH:7]=[CH:6][CH:5]=[CH:4][CH:3]=1.C1(OC(=O)NCCNC(OC(C)(C)C)=O)C=CC=CC=1.[ClH:41].NCCNC(=O)OC1C=CC=CC=1. (2) Given the product [CH3:19][O:20][C:21]1[CH:22]=[C:23]2[C:27](=[C:28]([CH3:30])[CH:29]=1)[N:26]([C:8]1[C:7](=[O:17])[N:6]([CH:3]([CH2:4][CH3:5])[CH2:1][CH3:2])[CH:11]=[C:10]([CH3:12])[N:9]=1)[CH2:25][CH2:24]2, predict the reactants needed to synthesize it. The reactants are: [CH2:1]([CH:3]([N:6]1[CH:11]=[C:10]([CH3:12])[N:9]=[C:8](S(C)(=O)=O)[C:7]1=[O:17])[CH2:4][CH3:5])[CH3:2].Cl.[CH3:19][O:20][C:21]1[CH:22]=[C:23]2[C:27](=[C:28]([CH3:30])[CH:29]=1)[NH:26][CH2:25][CH2:24]2. (3) Given the product [CH2:1]([N:8]1[CH2:13][C:12]([CH3:14])([CH3:15])[C:11]2[S:19][C:20]([C:21]([O:23][CH2:24][CH3:25])=[O:22])=[CH:17][C:10]=2[CH2:9]1)[C:2]1[CH:3]=[CH:4][CH:5]=[CH:6][CH:7]=1, predict the reactants needed to synthesize it. The reactants are: [CH2:1]([N:8]1[CH2:13][C:12]([CH3:15])([CH3:14])[C:11](Cl)=[C:10]([CH:17]=O)[CH2:9]1)[C:2]1[CH:7]=[CH:6][CH:5]=[CH:4][CH:3]=1.[SH:19][CH2:20][C:21]([O:23][CH2:24][CH3:25])=[O:22].C(N(CC)CC)C. (4) Given the product [Br:39][C:29]1[S:28][C:27]([C:24]2[N:23]=[N:22][C:21]([N:13]([CH2:12][C:8]3([C:3]4[C:2]([F:1])=[CH:7][CH:6]=[CH:5][N:4]=4)[CH2:11][CH2:10][CH2:9]3)[C:14](=[O:20])[O:15][C:16]([CH3:19])([CH3:18])[CH3:17])=[CH:26][CH:25]=2)=[N:31][CH:30]=1, predict the reactants needed to synthesize it. The reactants are: [F:1][C:2]1[C:3]([C:8]2([CH2:12][N:13]([C:21]3[N:22]=[N:23][C:24]([C:27]4[S:28][CH:29]=[CH:30][N:31]=4)=[CH:25][CH:26]=3)[C:14](=[O:20])[O:15][C:16]([CH3:19])([CH3:18])[CH3:17])[CH2:11][CH2:10][CH2:9]2)=[N:4][CH:5]=[CH:6][CH:7]=1.C1C(=O)N([Br:39])C(=O)C1.CN(C=O)C. (5) Given the product [F:18][C:19]([F:32])([F:31])[S:20]([O:1][C:2]1[CH:11]=[CH:10][C:9]2[C:8](=[O:12])[CH2:7][CH2:6][CH2:5][C:4]=2[CH:3]=1)(=[O:22])=[O:21], predict the reactants needed to synthesize it. The reactants are: [OH:1][C:2]1[CH:3]=[C:4]2[C:9](=[CH:10][CH:11]=1)[C:8](=[O:12])[CH2:7][CH2:6][CH2:5]2.C(=O)([O-])O.[Na+].[F:18][C:19]([F:32])([F:31])[S:20](O[S:20]([C:19]([F:32])([F:31])[F:18])(=[O:22])=[O:21])(=[O:22])=[O:21].